From a dataset of Forward reaction prediction with 1.9M reactions from USPTO patents (1976-2016). Predict the product of the given reaction. (1) Given the reactants [Br:1][CH2:2][CH2:3][CH2:4][CH2:5][CH2:6][C:7]([OH:9])=[O:8].[C:10]1([P:16]([C:23]2[CH:28]=[CH:27][CH:26]=[CH:25][CH:24]=2)[C:17]2[CH:22]=[CH:21][CH:20]=[CH:19][CH:18]=2)[CH:15]=[CH:14][CH:13]=[CH:12][CH:11]=1.[C:29](#N)C, predict the reaction product. The product is: [Br-:1].[C:7]([CH2:6][CH2:5][CH2:4][CH2:3][CH2:2][CH2:29][P+:16]([C:10]1[CH:11]=[CH:12][CH:13]=[CH:14][CH:15]=1)([C:17]1[CH:22]=[CH:21][CH:20]=[CH:19][CH:18]=1)[C:23]1[CH:24]=[CH:25][CH:26]=[CH:27][CH:28]=1)([OH:9])=[O:8]. (2) Given the reactants Cl.[CH3:2][O:3][C:4]([C@H:6]1[CH2:11][CH2:10][C@H:9]([NH2:12])[CH2:8][CH2:7]1)=[O:5].C(N(CC)CC)C.[Cl:20][C:21]1[CH:29]=[CH:28][C:27]([C:30]([F:33])([F:32])[F:31])=[CH:26][C:22]=1[C:23](Cl)=[O:24], predict the reaction product. The product is: [CH3:2][O:3][C:4]([C@H:6]1[CH2:11][CH2:10][C@H:9]([NH:12][C:23](=[O:24])[C:22]2[CH:26]=[C:27]([C:30]([F:31])([F:32])[F:33])[CH:28]=[CH:29][C:21]=2[Cl:20])[CH2:8][CH2:7]1)=[O:5]. (3) The product is: [CH2:1]([N:3]1[C:7]([C:8]2[CH2:9][CH:10]([N:13]([CH2:29][CH2:28][O:27][CH3:26])[C:14]3[CH:21]=[CH:20][C:17]([C:18]#[N:19])=[C:16]([C:22]([F:25])([F:23])[F:24])[CH:15]=3)[CH2:11][CH:12]=2)=[CH:6][N:5]=[CH:4]1)[CH3:2]. Given the reactants [CH2:1]([N:3]1[C:7]([C:8]2[CH2:9][CH:10]([NH:13][C:14]3[CH:21]=[CH:20][C:17]([C:18]#[N:19])=[C:16]([C:22]([F:25])([F:24])[F:23])[CH:15]=3)[CH2:11][CH:12]=2)=[CH:6][N:5]=[CH:4]1)[CH3:2].[CH3:26][O:27][CH2:28][CH2:29]Br.[I-], predict the reaction product. (4) The product is: [CH2:31]([S:38][C:39](=[O:42])[CH2:40][NH:41][C:2](=[O:3])[CH2:4][CH2:5][CH2:6][CH2:7][CH:8]1[CH:16]2[NH:15][C:13](=[O:14])[NH:12][CH:11]2[CH2:10][S:9]1)[C:32]1[CH:37]=[CH:36][CH:35]=[CH:34][CH:33]=1. Given the reactants O[C:2]([CH2:4][CH2:5][CH2:6][CH2:7][C@H:8]1[C@@H:16]2[C@@H:11]([NH:12][C:13]([NH:15]2)=[O:14])[CH2:10][S:9]1)=[O:3].C(Cl)CCl.C1C=CC2N(O)N=NC=2C=1.[CH2:31]([S:38][C:39](=[O:42])[CH2:40][NH2:41])[C:32]1[CH:37]=[CH:36][CH:35]=[CH:34][CH:33]=1, predict the reaction product.